This data is from NCI-60 drug combinations with 297,098 pairs across 59 cell lines. The task is: Regression. Given two drug SMILES strings and cell line genomic features, predict the synergy score measuring deviation from expected non-interaction effect. (1) Drug 1: CCC1=CC2CC(C3=C(CN(C2)C1)C4=CC=CC=C4N3)(C5=C(C=C6C(=C5)C78CCN9C7C(C=CC9)(C(C(C8N6C)(C(=O)OC)O)OC(=O)C)CC)OC)C(=O)OC.C(C(C(=O)O)O)(C(=O)O)O. Drug 2: CC(C)CN1C=NC2=C1C3=CC=CC=C3N=C2N. Cell line: UACC62. Synergy scores: CSS=50.6, Synergy_ZIP=2.35, Synergy_Bliss=3.75, Synergy_Loewe=-12.9, Synergy_HSA=2.12. (2) Synergy scores: CSS=0.743, Synergy_ZIP=2.41, Synergy_Bliss=0.608, Synergy_Loewe=1.38, Synergy_HSA=0.346. Cell line: NCI/ADR-RES. Drug 1: CC1=CC=C(C=C1)C2=CC(=NN2C3=CC=C(C=C3)S(=O)(=O)N)C(F)(F)F. Drug 2: C(CN)CNCCSP(=O)(O)O. (3) Drug 1: CN(C)N=NC1=C(NC=N1)C(=O)N. Drug 2: C1CNP(=O)(OC1)N(CCCl)CCCl. Cell line: OVCAR-8. Synergy scores: CSS=-1.96, Synergy_ZIP=1.16, Synergy_Bliss=-2.35, Synergy_Loewe=-6.07, Synergy_HSA=-5.25. (4) Drug 1: CC1=C(C=C(C=C1)NC(=O)C2=CC=C(C=C2)CN3CCN(CC3)C)NC4=NC=CC(=N4)C5=CN=CC=C5. Drug 2: C(CCl)NC(=O)N(CCCl)N=O. Cell line: NCI-H460. Synergy scores: CSS=1.11, Synergy_ZIP=-1.35, Synergy_Bliss=-1.47, Synergy_Loewe=-4.07, Synergy_HSA=-2.07. (5) Drug 1: C1CC2CC3=C(CC1C24CN(S(=O)(=O)N4)CC(F)(F)F)C=CC(=C3)C=CCN5CCC(CC5)C(F)(F)F. Drug 2: C1CC(CCC1OC2=C(C(=CC=C2)Cl)F)(CC3=NC(=CC=C3)NC4=NC=CS4)C(=O)O. Cell line: UACC62. Synergy scores: CSS=30.2, Synergy_ZIP=-7.55, Synergy_Bliss=0.170, Synergy_Loewe=2.76, Synergy_HSA=4.78. (6) Drug 1: C1CCC(C1)C(CC#N)N2C=C(C=N2)C3=C4C=CNC4=NC=N3. Synergy scores: CSS=9.79, Synergy_ZIP=0.673, Synergy_Bliss=0.0870, Synergy_Loewe=-3.53, Synergy_HSA=-3.51. Drug 2: CCN(CC)CCNC(=O)C1=C(NC(=C1C)C=C2C3=C(C=CC(=C3)F)NC2=O)C. Cell line: NCIH23.